This data is from Peptide-MHC class II binding affinity with 134,281 pairs from IEDB. The task is: Regression. Given a peptide amino acid sequence and an MHC pseudo amino acid sequence, predict their binding affinity value. This is MHC class II binding data. (1) The peptide sequence is KGVYINTALLNASCA. The MHC is DRB1_0405 with pseudo-sequence DRB1_0405. The binding affinity (normalized) is 0.333. (2) The peptide sequence is RVYCDPCRAGFETNV. The MHC is DRB5_0101 with pseudo-sequence DRB5_0101. The binding affinity (normalized) is 0.131.